This data is from Full USPTO retrosynthesis dataset with 1.9M reactions from patents (1976-2016). The task is: Predict the reactants needed to synthesize the given product. (1) Given the product [F:1][C:2]1[CH:7]=[CH:6][C:5]([C:13]([C:15]2[CH:16]=[CH:17][C:18]([F:21])=[CH:19][CH:20]=2)([C:12]2[CH:22]=[CH:23][CH:24]=[CH:25][C:11]=2[F:10])[OH:14])=[CH:4][CH:3]=1, predict the reactants needed to synthesize it. The reactants are: [F:1][C:2]1[CH:7]=[CH:6][C:5]([Mg]Br)=[CH:4][CH:3]=1.[F:10][C:11]1[CH:25]=[CH:24][CH:23]=[CH:22][C:12]=1[C:13]([C:15]1[CH:20]=[CH:19][C:18]([F:21])=[CH:17][CH:16]=1)=[O:14]. (2) Given the product [C:15]([C:13]1[CH:14]=[C:9]([CH2:7][CH3:8])[CH:10]=[CH:11][C:12]=1[O:23][CH:34]([CH3:41])[CH2:35][CH2:36][O:37][C:38](=[O:40])[CH3:39])(=[O:16])[C:17]1[CH:22]=[CH:21][CH:20]=[CH:19][CH:18]=1, predict the reactants needed to synthesize it. The reactants are: C(=O)([O-])[O-].[Cs+].[Cs+].[CH2:7]([C:9]1[CH:10]=[CH:11][C:12]([OH:23])=[C:13]([C:15]([C:17]2[CH:22]=[CH:21][CH:20]=[CH:19][CH:18]=2)=[O:16])[CH:14]=1)[CH3:8].C1(C)C=CC(S(O[CH:34]([CH3:41])[CH2:35][CH2:36][O:37][C:38](=[O:40])[CH3:39])(=O)=O)=CC=1. (3) The reactants are: [CH2:1]([C:4]([O:15][CH2:16][C@H:17]1[CH2:22][CH2:21][CH2:20][C@@H:19]([O:23][CH2:24][O:25][CH3:26])[CH2:18]1)([CH2:12][CH:13]=[CH2:14])[C:5]([O:7][C:8]([CH3:11])([CH3:10])[CH3:9])=[O:6])C=C.CCCCCCC.C(OCC)(=O)C. Given the product [CH3:26][O:25][CH2:24][O:23][C@@H:19]1[CH2:20][CH2:21][CH2:22][C@H:17]([CH2:16][O:15][C:4]2([C:5]([O:7][C:8]([CH3:11])([CH3:10])[CH3:9])=[O:6])[CH2:1][CH2:14][CH2:13][CH2:12]2)[CH2:18]1, predict the reactants needed to synthesize it. (4) Given the product [CH2:1]([O:5][CH2:6][CH2:7][O:8][C:9]1[CH:10]=[CH:11][C:12]([C:15]2[CH:16]=[CH:17][C:18]3[N:24]([CH2:25][CH:26]([CH3:27])[CH3:28])[CH2:23][CH2:22][C:21]([C:29]([NH:31][C:32]4[CH:33]=[CH:34][C:35]([S:38]([CH2:39][C:40]5[N:44]([CH2:45][CH:46]([CH3:48])[CH3:47])[C:43]([S:49][CH2:50][CH3:51])=[N:42][N:41]=5)=[O:61])=[CH:36][CH:37]=4)=[O:30])=[CH:20][C:19]=3[CH:52]=2)=[CH:13][CH:14]=1)[CH2:2][CH2:3][CH3:4], predict the reactants needed to synthesize it. The reactants are: [CH2:1]([O:5][CH2:6][CH2:7][O:8][C:9]1[CH:14]=[CH:13][C:12]([C:15]2[CH:16]=[CH:17][C:18]3[N:24]([CH2:25][CH:26]([CH3:28])[CH3:27])[CH2:23][CH2:22][C:21]([C:29]([NH:31][C:32]4[CH:37]=[CH:36][C:35]([S:38][CH2:39][C:40]5[N:44]([CH2:45][CH:46]([CH3:48])[CH3:47])[C:43]([S:49][CH2:50][CH3:51])=[N:42][N:41]=5)=[CH:34][CH:33]=4)=[O:30])=[CH:20][C:19]=3[CH:52]=2)=[CH:11][CH:10]=1)[CH2:2][CH2:3][CH3:4].ClC1C=CC=C(C(OO)=[O:61])C=1.S([O-])([O-])(=O)=S.[Na+].[Na+]. (5) Given the product [C:24]([O:23][C:21]([N:18]1[CH2:19][CH2:20][CH:15]([CH:11]2[CH2:12][CH2:13][CH2:14][N:10]2[C:7]2[S:8][CH:9]=[C:5]([C:3]([OH:4])=[O:2])[C:6]=2[CH3:28])[CH2:16][CH2:17]1)=[O:22])([CH3:27])([CH3:26])[CH3:25], predict the reactants needed to synthesize it. The reactants are: C[O:2][C:3]([C:5]1[C:6]([CH3:28])=[C:7]([N:10]2[CH2:14][CH2:13][CH2:12][CH:11]2[CH:15]2[CH2:20][CH2:19][N:18]([C:21]([O:23][C:24]([CH3:27])([CH3:26])[CH3:25])=[O:22])[CH2:17][CH2:16]2)[S:8][CH:9]=1)=[O:4].[OH-].[Na+]. (6) The reactants are: Br[C:2]1[C:3]2[N:4]([C:10]([C:13]([NH:15][C:16]3[CH:21]=[CH:20][N:19]=[CH:18][CH:17]=3)=[O:14])=[CH:11][N:12]=2)[N:5]=[C:6](Cl)[C:7]=1[CH3:8].ClC1C(C)=[C:25](Cl)[C:26]2[N:27](C(C(NC3C=CN=CC=3)=O)=CN=2)N=1.[CH3:43][C:44]1[CH:45]=[CH:46][C:47]([NH2:50])=[N:48][CH:49]=1.C[Si]([NH-])(C)C.C[Si]([NH-:60])(C)C.[Li+].[Li+].[CH2:63]1[CH2:67]O[CH2:65][CH2:64]1. Given the product [NH2:60][C@H:63]1[CH2:67][CH2:25][C@H:26]([NH:27][C:6]2[C:7]([CH3:8])=[C:2]([NH:50][C:47]3[CH:46]=[CH:45][C:44]([CH3:43])=[CH:49][N:48]=3)[C:3]3[N:4]([C:10]([C:13]([NH:15][C:16]4[CH:21]=[CH:20][N:19]=[CH:18][CH:17]=4)=[O:14])=[CH:11][N:12]=3)[N:5]=2)[CH2:65][CH2:64]1, predict the reactants needed to synthesize it.